Dataset: Peptide-MHC class I binding affinity with 185,985 pairs from IEDB/IMGT. Task: Regression. Given a peptide amino acid sequence and an MHC pseudo amino acid sequence, predict their binding affinity value. This is MHC class I binding data. (1) The peptide sequence is YRYLCLIQKA. The MHC is Mamu-B03 with pseudo-sequence Mamu-B03. The binding affinity (normalized) is 0.373. (2) The peptide sequence is CTDPPLLSV. The MHC is HLA-A30:01 with pseudo-sequence HLA-A30:01. The binding affinity (normalized) is 0.0847.